This data is from Full USPTO retrosynthesis dataset with 1.9M reactions from patents (1976-2016). The task is: Predict the reactants needed to synthesize the given product. Given the product [F:3][C:4]1[CH:5]=[CH:6][C:7]2[N:11]=[C:10]([C@@H:12]([NH:16][C:26]3[N:34]=[CH:33][N:32]=[C:31]4[C:27]=3[N:28]=[CH:29][N:30]4[CH:35]3[CH2:40][CH2:39][CH2:38][CH2:37][O:36]3)[CH2:13][O:14][CH3:15])[N:9]([C:17]3[CH:18]=[CH:19][CH:20]=[CH:21][CH:22]=3)[C:8]=2[C:23]=1[F:24], predict the reactants needed to synthesize it. The reactants are: Cl.Cl.[F:3][C:4]1[CH:5]=[CH:6][C:7]2[N:11]=[C:10]([C@@H:12]([NH2:16])[CH2:13][O:14][CH3:15])[N:9]([C:17]3[CH:22]=[CH:21][CH:20]=[CH:19][CH:18]=3)[C:8]=2[C:23]=1[F:24].Cl[C:26]1[N:34]=[CH:33][N:32]=[C:31]2[C:27]=1[N:28]=[CH:29][N:30]2[CH:35]1[CH2:40][CH2:39][CH2:38][CH2:37][O:36]1.CCN(C(C)C)C(C)C.